Dataset: Peptide-MHC class I binding affinity with 185,985 pairs from IEDB/IMGT. Task: Regression. Given a peptide amino acid sequence and an MHC pseudo amino acid sequence, predict their binding affinity value. This is MHC class I binding data. (1) The MHC is HLA-A68:02 with pseudo-sequence HLA-A68:02. The binding affinity (normalized) is 0.0847. The peptide sequence is EWAENCYNL. (2) The peptide sequence is KVIDIDLER. The MHC is HLA-A31:01 with pseudo-sequence HLA-A31:01. The binding affinity (normalized) is 0.723. (3) The peptide sequence is DLVKSYSLI. The MHC is HLA-A02:01 with pseudo-sequence HLA-A02:01. The binding affinity (normalized) is 0. (4) The peptide sequence is PYVPMPCMI. The MHC is HLA-A24:02 with pseudo-sequence HLA-A24:02. The binding affinity (normalized) is 0.626. (5) The binding affinity (normalized) is 0. The MHC is H-2-Kb with pseudo-sequence H-2-Kb. The peptide sequence is SLQTIASKK. (6) The peptide sequence is KTPLTLVDLCF. The MHC is Mamu-A01 with pseudo-sequence Mamu-A01. The binding affinity (normalized) is 0.911.